Task: Predict the product of the given reaction.. Dataset: Forward reaction prediction with 1.9M reactions from USPTO patents (1976-2016) (1) Given the reactants [C:1]1([C:7]2[N:12]=[CH:11][C:10]([NH:13][C:14]([C:16]3[CH:21]=[C:20]([N:22]4[CH2:27][CH2:26][CH2:25][CH2:24][CH2:23]4)[CH:19]=[CH:18][C:17]=3[NH:28][C:29]([C:31]3[CH:32]=[C:33]([CH:38]=[CH:39][CH:40]=3)[C:34]([O:36]C)=[O:35])=[O:30])=[O:15])=[CH:9][N:8]=2)[CH:6]=[CH:5][CH:4]=[CH:3][CH:2]=1.O.[OH-].[Li+], predict the reaction product. The product is: [C:1]1([C:7]2[N:12]=[CH:11][C:10]([NH:13][C:14]([C:16]3[CH:21]=[C:20]([N:22]4[CH2:27][CH2:26][CH2:25][CH2:24][CH2:23]4)[CH:19]=[CH:18][C:17]=3[NH:28][C:29]([C:31]3[CH:32]=[C:33]([CH:38]=[CH:39][CH:40]=3)[C:34]([OH:36])=[O:35])=[O:30])=[O:15])=[CH:9][N:8]=2)[CH:6]=[CH:5][CH:4]=[CH:3][CH:2]=1. (2) Given the reactants [NH:1]1[CH2:6][CH2:5][CH:4]([C:7]2[CH:12]=[CH:11][C:10]([C:13]3[NH:14][C:15](=[O:22])[C:16]4[N:17]([CH:19]=[CH:20][CH:21]=4)[CH:18]=3)=[CH:9][CH:8]=2)[CH2:3][CH2:2]1.C=O.[C:25]([BH3-])#N.[Na+].C([O-])(O)=O.[Na+], predict the reaction product. The product is: [CH3:25][N:1]1[CH2:2][CH2:3][CH:4]([C:7]2[CH:8]=[CH:9][C:10]([C:13]3[NH:14][C:15](=[O:22])[C:16]4[N:17]([CH:19]=[CH:20][CH:21]=4)[CH:18]=3)=[CH:11][CH:12]=2)[CH2:5][CH2:6]1. (3) Given the reactants [CH3:1]C(C)([O-])C.[K+].[CH3:7][O:8][P:9]([CH2:13][C:14]([C:16]1([C:19](=O)[CH2:20][CH2:21][CH2:22][CH2:23][CH3:24])[CH2:18][CH2:17]1)=[O:15])([O:11][CH3:12])=[O:10].[NH4+].[Cl-].O, predict the reaction product. The product is: [CH3:7][O:8][P:9]([CH2:13][C:14]([C:16]1([C:19](=[CH2:1])[CH2:20][CH2:21][CH2:22][CH2:23][CH3:24])[CH2:18][CH2:17]1)=[O:15])([O:11][CH3:12])=[O:10]. (4) Given the reactants [I:1][C:2]1[CH:8]=[CH:7][C:5](N)=[C:4]([N+:9]([O-:11])=[O:10])[CH:3]=1.S(=O)(=O)(O)O.N([O-])=O.[Na+].[I-:21].[Na+], predict the reaction product. The product is: [I:21][C:5]1[CH:7]=[CH:8][C:2]([I:1])=[CH:3][C:4]=1[N+:9]([O-:11])=[O:10]. (5) Given the reactants [Br:1][CH2:2][C:3](=[O:9])[C:4]([O:6][CH2:7][CH3:8])=[O:5].[NH2:10][C:11]1[CH:16]=[CH:15][CH:14]=[CH:13][N:12]=1, predict the reaction product. The product is: [Br-:1].[NH2:10][C:11]1[CH:16]=[CH:15][CH:14]=[CH:13][N+:12]=1[CH2:2][C:3](=[O:9])[C:4]([O:6][CH2:7][CH3:8])=[O:5].